Dataset: Catalyst prediction with 721,799 reactions and 888 catalyst types from USPTO. Task: Predict which catalyst facilitates the given reaction. (1) Reactant: F[C:2]1[C:7]([CH:8]2[CH2:13][CH2:12][O:11][CH2:10][CH2:9]2)=[N:6][CH:5]=[CH:4][N:3]=1.[NH2:14][C:15]1[CH:20]=[CH:19][C:18]([OH:21])=[CH:17][CH:16]=1.C(=O)([O-])[O-].[Cs+].[Cs+]. The catalyst class is: 58. Product: [O:11]1[CH2:12][CH2:13][CH:8]([C:7]2[C:2]([O:21][C:18]3[CH:19]=[CH:20][C:15]([NH2:14])=[CH:16][CH:17]=3)=[N:3][CH:4]=[CH:5][N:6]=2)[CH2:9][CH2:10]1. (2) The catalyst class is: 12. Reactant: C(OC([N:8]1[CH:13]2[CH2:14][CH2:15][CH:9]1[CH2:10][CH:11]([OH:16])[CH2:12]2)=O)(C)(C)C.[ClH:17]. Product: [ClH:17].[CH:9]12[NH:8][CH:13]([CH2:14][CH2:15]1)[CH2:12][CH:11]([OH:16])[CH2:10]2. (3) Reactant: C(Cl)Cl.[C:4]1([CH2:10][CH2:11][CH2:12][NH2:13])[CH:9]=[CH:8][CH:7]=[CH:6][CH:5]=1.[N+:14]([C:17]1[CH:22]=[CH:21][CH:20]=[CH:19][C:18]=1[S:23](Cl)(=[O:25])=[O:24])([O-:16])=[O:15]. Product: [N+:14]([C:17]1[CH:22]=[CH:21][CH:20]=[CH:19][C:18]=1[S:23]([NH:13][CH2:12][CH2:11][CH2:10][C:4]1[CH:9]=[CH:8][CH:7]=[CH:6][CH:5]=1)(=[O:25])=[O:24])([O-:16])=[O:15]. The catalyst class is: 17. (4) Reactant: Br[C:2]1[CH:11]=[C:10]2[C:5]([O:6][CH2:7][CH2:8][N:9]2[S:12]([C:15]2[CH:20]=[C:19]([Cl:21])[CH:18]=[CH:17][C:16]=2[O:22][CH3:23])(=[O:14])=[O:13])=[N:4][CH:3]=1.C(N(CC)CC)C.[C:31]([O:34][CH2:35][CH3:36])(=[O:33])C. Product: [CH2:35]([O:34][C:31]([C:2]1[CH:11]=[C:10]2[C:5]([O:6][CH2:7][CH2:8][N:9]2[S:12]([C:15]2[CH:20]=[C:19]([Cl:21])[CH:18]=[CH:17][C:16]=2[O:22][CH3:23])(=[O:14])=[O:13])=[N:4][CH:3]=1)=[O:33])[CH3:36]. The catalyst class is: 8. (5) Reactant: [CH3:1][C:2]1[CH:3]=[CH:4][C:5]([S:9][C:10]2[CH:11]=[CH:12][CH:13]=[CH:14][C:15]=2[N:16]2[CH2:21][CH2:20][NH:19][CH2:18][CH2:17]2)=[C:6]([CH3:8])[CH:7]=1.[OH:22][C:23]1[C:24]([C:33]([OH:35])=[O:34])=[CH:25][C:26]2[C:31]([CH:32]=1)=[CH:30][CH:29]=[CH:28][CH:27]=2. Product: [CH3:1][C:2]1[CH:3]=[CH:4][C:5]([S:9][C:10]2[CH:11]=[CH:12][CH:13]=[CH:14][C:15]=2[N:16]2[CH2:17][CH2:18][NH:19][CH2:20][CH2:21]2)=[C:6]([CH3:8])[CH:7]=1.[OH:22][C:23]1[C:24]([C:33]([O-:35])=[O:34])=[CH:25][C:26]2[C:31]([CH:32]=1)=[CH:30][CH:29]=[CH:28][CH:27]=2. The catalyst class is: 8. (6) Reactant: [C:1]([CH2:3][CH2:4][CH2:5][CH2:6][C:7]1[N:12]=[N:11][C:10]([NH:13][C:14](=[O:27])[CH2:15][C:16]2[CH:21]=[CH:20][CH:19]=[C:18]([O:22][C:23]([F:26])([F:25])[F:24])[CH:17]=2)=[CH:9][CH:8]=1)#[N:2].N[NH:29][C:30]([NH2:32])=[S:31].C(O)(C(F)(F)F)=O. Product: [NH2:32][C:30]1[S:31][C:1]([CH2:3][CH2:4][CH2:5][CH2:6][C:7]2[N:12]=[N:11][C:10]([NH:13][C:14](=[O:27])[CH2:15][C:16]3[CH:21]=[CH:20][CH:19]=[C:18]([O:22][C:23]([F:24])([F:25])[F:26])[CH:17]=3)=[CH:9][CH:8]=2)=[N:2][N:29]=1. The catalyst class is: 11. (7) Reactant: [CH:1]([NH:4][CH2:5][C:6]1[N:10]([CH2:11][C:12](OCC)=[O:13])[N:9]=[C:8]([N+:17]([O-:19])=[O:18])[CH:7]=1)([CH3:3])[CH3:2]. Product: [CH:1]([N:4]1[C:12](=[O:13])[CH2:11][N:10]2[N:9]=[C:8]([N+:17]([O-:19])=[O:18])[CH:7]=[C:6]2[CH2:5]1)([CH3:3])[CH3:2]. The catalyst class is: 5.